This data is from Reaction yield outcomes from USPTO patents with 853,638 reactions. The task is: Predict the reaction yield, written as a fraction of the theoretical maximum amount of product (1.0 means a 100% yield; for example, 0.34 means a 34% yield). (1) The reactants are [CH3:1][N:2]([CH3:4])[CH3:3].[C:5]([S:24][CH2:25][CH2:26][O:27][CH2:28][CH2:29][O:30][S:31]([C:34]1[CH:39]=[CH:38][C:37]([CH3:40])=[CH:36][CH:35]=1)(=[O:33])=[O:32])([C:18]1[CH:23]=[CH:22][CH:21]=[CH:20][CH:19]=1)([C:12]1[CH:17]=[CH:16][CH:15]=[CH:14][CH:13]=1)[C:6]1[CH:11]=[CH:10][CH:9]=[CH:8][CH:7]=1. The catalyst is C(O)C. The product is [C:37]1([CH3:40])[CH:36]=[CH:35][C:34]([S:31]([O-:33])(=[O:30])=[O:32])=[CH:39][CH:38]=1.[C:5]([S:24][CH2:25][CH2:26][O:27][CH2:28][CH2:29][N+:2]([CH3:4])([CH3:3])[CH3:1])([C:18]1[CH:23]=[CH:22][CH:21]=[CH:20][CH:19]=1)([C:12]1[CH:17]=[CH:16][CH:15]=[CH:14][CH:13]=1)[C:6]1[CH:11]=[CH:10][CH:9]=[CH:8][CH:7]=1. The yield is 0.670. (2) The reactants are C([O:3][C:4]([C:6]1[CH:7]=[C:8]2[C:13](=[CH:14][CH:15]=1)[NH:12][CH:11]([C:16]1[CH:21]=[C:20]([N:22]3[CH2:26][CH2:25][CH2:24][C:23]3=[O:27])[CH:19]=[C:18]([F:28])[CH:17]=1)[C:10]([CH3:30])([CH3:29])[CH2:9]2)=[O:5])C.O.[OH-].[Li+].O.Cl. The catalyst is CO.O1CCCC1. The product is [F:28][C:18]1[CH:17]=[C:16]([CH:11]2[C:10]([CH3:30])([CH3:29])[CH2:9][C:8]3[C:13](=[CH:14][CH:15]=[C:6]([C:4]([OH:5])=[O:3])[CH:7]=3)[NH:12]2)[CH:21]=[C:20]([N:22]2[CH2:26][CH2:25][CH2:24][C:23]2=[O:27])[CH:19]=1. The yield is 0.330.